This data is from CYP2C19 inhibition data for predicting drug metabolism from PubChem BioAssay. The task is: Regression/Classification. Given a drug SMILES string, predict its absorption, distribution, metabolism, or excretion properties. Task type varies by dataset: regression for continuous measurements (e.g., permeability, clearance, half-life) or binary classification for categorical outcomes (e.g., BBB penetration, CYP inhibition). Dataset: cyp2c19_veith. (1) The compound is COc1cccc(-c2nc(N3CCN(C)CC3)c3ccccc3n2)c1. The result is 0 (non-inhibitor). (2) The molecule is Cc1ccnc(N)c1. The result is 0 (non-inhibitor).